This data is from TCR-epitope binding with 47,182 pairs between 192 epitopes and 23,139 TCRs. The task is: Binary Classification. Given a T-cell receptor sequence (or CDR3 region) and an epitope sequence, predict whether binding occurs between them. (1) The epitope is YLNTLTLAV. The TCR CDR3 sequence is CASSPYRDSVHSPLHF. Result: 1 (the TCR binds to the epitope). (2) The epitope is GLIYNRMGAVTTEV. The TCR CDR3 sequence is CASSPQGVSDTQYF. Result: 0 (the TCR does not bind to the epitope). (3) The epitope is HPVGEADYFEY. The TCR CDR3 sequence is CASSLRGSGELFF. Result: 0 (the TCR does not bind to the epitope). (4) The epitope is VLAWLYAAV. The TCR CDR3 sequence is CASSLVSGGRGNEQFF. Result: 1 (the TCR binds to the epitope). (5) The epitope is IVDTVSALV. The TCR CDR3 sequence is CAISERATYYEQYF. Result: 0 (the TCR does not bind to the epitope). (6) The epitope is PROT_97E67BCC. The TCR CDR3 sequence is CASSELASGTDTQYF. Result: 1 (the TCR binds to the epitope). (7) The epitope is YEGNSPFHPL. The TCR CDR3 sequence is CASASTGTGNTIYF. Result: 1 (the TCR binds to the epitope). (8) The epitope is FPPTSFGPL. The TCR CDR3 sequence is CASSEPGVYTGELFF. Result: 1 (the TCR binds to the epitope). (9) The epitope is DRFYKTLRAEQASQEV. The TCR CDR3 sequence is CASSQDPGFGYTF. Result: 0 (the TCR does not bind to the epitope). (10) The epitope is KRWIILGLNK. The TCR CDR3 sequence is CASSLTSIAEAFF. Result: 1 (the TCR binds to the epitope).